This data is from Forward reaction prediction with 1.9M reactions from USPTO patents (1976-2016). The task is: Predict the product of the given reaction. Given the reactants [F:1][C:2]([F:13])([F:12])[C:3]([NH:5][CH2:6][CH:7]1[CH2:11][CH2:10][NH:9][CH2:8]1)=[O:4].[C:14](O[C:14]([O:16][C:17]([CH3:20])([CH3:19])[CH3:18])=[O:15])([O:16][C:17]([CH3:20])([CH3:19])[CH3:18])=[O:15], predict the reaction product. The product is: [F:13][C:2]([F:1])([F:12])[C:3]([NH:5][CH2:6][CH:7]1[CH2:11][CH2:10][N:9]([C:14]([O:16][C:17]([CH3:20])([CH3:19])[CH3:18])=[O:15])[CH2:8]1)=[O:4].